The task is: Regression/Classification. Given an antibody's heavy chain and light chain sequences, predict its developability. TAP uses regression for 5 developability metrics; SAbDab uses binary classification.. This data is from Antibody developability classification from SAbDab with 2,409 antibodies. The antibody is ['EVQLVESGGGLIKPGQSLTLFCVGFGFNFANDWMGWVRQAPGKGLEWVGRIRRLKDGAKAEYGSSVKGRFTISRDDSKNTLYLHMSSLKVEDTAVYYCTRDEGAPVTRFLEWGSYYYYMAVWGKGTTVTVSS', 'DIQLTQSPASLSASVGDTVTITCRASQSIKDYINWYQHKSGSAPRLLIYAASTLQSGISSRFTGSGSGTQFTLTINSLQPEDFATYYCQEAYNTNPTLSFGQGTRVDKK']. Result: 0 (not developable).